Dataset: Forward reaction prediction with 1.9M reactions from USPTO patents (1976-2016). Task: Predict the product of the given reaction. (1) Given the reactants [NH:1]1[CH:5]=[N:4][CH:3]=[N:2]1.[H-].[Na+].[F:8][C:9]1[CH:14]=[CH:13][C:12]([F:15])=[CH:11][C:10]=1[C@@:16]1([C@@H:19]([OH:21])[CH3:20])[CH2:18][O:17]1.C(O)(=O)C(O)=O, predict the reaction product. The product is: [F:8][C:9]1[CH:14]=[CH:13][C:12]([F:15])=[CH:11][C:10]=1[C@:16]([OH:17])([C@H:19]([OH:21])[CH3:20])[CH2:18][N:1]1[CH:5]=[N:4][CH:3]=[N:2]1. (2) Given the reactants [OH-].[Na+].C(O)C.[O:6]=[C:7]1[N:11]2[CH:12]=[CH:13][CH:14]=[C:15]([C:16]3[CH:17]=[C:18]([CH:24]=[CH:25][CH:26]=3)[C:19]([O:21]CC)=[O:20])[C:10]2=[N:9][N:8]1[CH2:27][C:28]1[CH:33]=[CH:32][CH:31]=[C:30]([C:34]([F:37])([F:36])[F:35])[CH:29]=1.Cl, predict the reaction product. The product is: [O:6]=[C:7]1[N:11]2[CH:12]=[CH:13][CH:14]=[C:15]([C:16]3[CH:17]=[C:18]([CH:24]=[CH:25][CH:26]=3)[C:19]([OH:21])=[O:20])[C:10]2=[N:9][N:8]1[CH2:27][C:28]1[CH:33]=[CH:32][CH:31]=[C:30]([C:34]([F:37])([F:35])[F:36])[CH:29]=1. (3) Given the reactants C([O:3][C:4](OCC)([C:7]1[CH:12]=[CH:11][N:10]=[CH:9][CH:8]=1)[CH2:5][NH2:6])C.Cl, predict the reaction product. The product is: [NH2:6][CH2:5][C:4]([C:7]1[CH:12]=[CH:11][N:10]=[CH:9][CH:8]=1)=[O:3].